Dataset: Reaction yield outcomes from USPTO patents with 853,638 reactions. Task: Predict the reaction yield, written as a fraction of the theoretical maximum amount of product (1.0 means a 100% yield; for example, 0.34 means a 34% yield). (1) The reactants are Br[C:2]1[N:7]=[C:6]([C:8]([O:10][CH3:11])=[O:9])[CH:5]=[CH:4][C:3]=1[F:12].[F:13][C:14]1[CH:19]=[C:18]([O:20][CH:21]2[CH2:26][CH2:25][O:24][CH2:23][CH2:22]2)[CH:17]=[C:16]([F:27])[C:15]=1B1OC(C)(C)C(C)(C)O1. No catalyst specified. The product is [F:13][C:14]1[CH:19]=[C:18]([O:20][CH:21]2[CH2:22][CH2:23][O:24][CH2:25][CH2:26]2)[CH:17]=[C:16]([F:27])[C:15]=1[C:2]1[N:7]=[C:6]([C:8]([O:10][CH3:11])=[O:9])[CH:5]=[CH:4][C:3]=1[F:12]. The yield is 0.770. (2) The catalyst is CN(C1C=CN=CC=1)C. The reactants are [CH2:1]([C:8]1[CH:16]=[C:15]([Cl:17])[CH:14]=[CH:13][C:9]=1[C:10]([OH:12])=O)[C:2]1[CH:7]=[CH:6][CH:5]=[CH:4][CH:3]=1.[C:18]1([S:28]([NH2:31])(=[O:30])=[O:29])[C:19]([S:24]([NH2:27])(=[O:26])=[O:25])=[CH:20][CH:21]=[CH:22][CH:23]=1.C(Cl)CCl. The yield is 0.110. The product is [CH2:1]([C:8]1[CH:16]=[C:15]([Cl:17])[CH:14]=[CH:13][C:9]=1[C:10]([NH:31][S:28]([C:18]1[CH:23]=[CH:22][CH:21]=[CH:20][C:19]=1[S:24](=[O:26])(=[O:25])[NH2:27])(=[O:30])=[O:29])=[O:12])[C:2]1[CH:3]=[CH:4][CH:5]=[CH:6][CH:7]=1. (3) The product is [CH3:1][O:2][C@H:3]([CH3:9])[C@H:4]([NH:5][C:13]([O:15][CH3:16])=[O:14])[C:6]([OH:8])=[O:7]. The catalyst is O. The reactants are [CH3:1][O:2][C@H:3]([CH3:9])[C@@H:4]([C:6]([OH:8])=[O:7])[NH2:5].[OH-].[Na+].Cl[C:13]([O:15][CH3:16])=[O:14].Cl. The yield is 0.970. (4) The catalyst is O. The product is [CH:20]([C:22]1[C:10]2[C:14](=[CH:15][C:7]([C:5]#[N:6])=[CH:8][CH:9]=2)[NH:13][N:1]=1)=[O:21]. The yield is 1.00. The reactants are [N:1]([O-])=O.[Na+].[C:5]([C:7]1[CH:15]=[C:14]2[C:10](C=C[NH:13]2)=[CH:9][CH:8]=1)#[N:6].Cl.CCO[C:20]([CH3:22])=[O:21]. (5) The reactants are C([C:5]1[CH:10]=[CH:9][C:8]([C:11]([CH3:40])([CH2:15][CH2:16][CH2:17][CH2:18][C:19](=[O:39])[CH2:20][CH2:21][CH2:22][CH2:23][C:24]([C:29]2[CH:34]=[CH:33][C:32](CC(C)C)=[CH:31][CH:30]=2)([CH3:28])[C:25]([OH:27])=[O:26])[C:12]([OH:14])=[O:13])=[CH:7][CH:6]=1)C(C)C.C(OC(=O)C(C)(C1C=CC=CC=1)CCCCC(=O)CCCCC(C)(C1C=CC=CC=1)C(OCC)=O)C.[OH-].[K+]. The catalyst is C(O)C.O. The product is [CH3:28][C:24]([C:29]1[CH:30]=[CH:31][CH:32]=[CH:33][CH:34]=1)([CH2:23][CH2:22][CH2:21][CH2:20][C:19](=[O:39])[CH2:18][CH2:17][CH2:16][CH2:15][C:11]([CH3:40])([C:8]1[CH:7]=[CH:6][CH:5]=[CH:10][CH:9]=1)[C:12]([OH:14])=[O:13])[C:25]([OH:27])=[O:26]. The yield is 0.870. (6) The reactants are O=[C:2]1[C:11]2[C:6](=[CH:7][CH:8]=[C:9]([C:12]3[CH:13]=[C:14]([CH:17]=[CH:18][CH:19]=3)[C:15]#[N:16])[CH:10]=2)[O:5][CH:4]([C:20]2[CH:21]=[N:22][CH:23]=[CH:24][CH:25]=2)[CH2:3]1.C[Si]([N:30]=[C:31]=[N:32][Si](C)(C)C)(C)C. The catalyst is C(Cl)Cl.Cl[Ti](Cl)(Cl)Cl. The product is [C:15]([C:14]1[CH:13]=[C:12]([C:9]2[CH:10]=[C:11]3[C:6](=[CH:7][CH:8]=2)[O:5][CH:4]([C:20]2[CH:21]=[N:22][CH:23]=[CH:24][CH:25]=2)[CH2:3]/[C:2]/3=[N:32]\[C:31]#[N:30])[CH:19]=[CH:18][CH:17]=1)#[N:16]. The yield is 0.930. (7) The reactants are Br[C:2]1[CH:3]=[C:4]([C:8]2[C:9]3[C:14]([C:15]4C=CC=C[C:20]=4[CH:21]=2)=[CH:13][CH:12]=[CH:11][CH:10]=3)[CH:5]=[CH:6][CH:7]=1.[CH2:22]([Li])[CH2:23][CH2:24][CH3:25].[B:27](OC(C)C)([O:32]C(C)C)[O:28]C(C)C.Cl. The catalyst is ClCCl.CCCCCC.C1COCC1. The product is [CH:22]1[C:20]2[CH:21]=[C:8]([C:4]3[CH:3]=[C:2]([B:27]([OH:32])[OH:28])[CH:7]=[CH:6][CH:5]=3)[C:9]3[C:14](=[CH:13][CH:12]=[CH:11][CH:10]=3)[C:15]=2[CH:25]=[CH:24][CH:23]=1. The yield is 0.670. (8) The reactants are [N:1]1[CH:6]=[CH:5][CH:4]=[C:3]([NH2:7])[N:2]=1.N1C=CC=CC=1.Cl[C:15]([O:17][C:18]1[CH:23]=[CH:22][CH:21]=[CH:20][CH:19]=1)=[O:16]. The catalyst is C1COCC1.CC#N. The product is [N:1]1[CH:6]=[CH:5][CH:4]=[C:3]([NH:7][C:15](=[O:16])[O:17][C:18]2[CH:23]=[CH:22][CH:21]=[CH:20][CH:19]=2)[N:2]=1. The yield is 0.700.